Dataset: Peptide-MHC class I binding affinity with 185,985 pairs from IEDB/IMGT. Task: Regression. Given a peptide amino acid sequence and an MHC pseudo amino acid sequence, predict their binding affinity value. This is MHC class I binding data. (1) The peptide sequence is SHEGEGIPL. The MHC is HLA-B35:01 with pseudo-sequence HLA-B35:01. The binding affinity (normalized) is 0.0847. (2) The peptide sequence is RFTTTLNDF. The MHC is HLA-A26:01 with pseudo-sequence HLA-A26:01. The binding affinity (normalized) is 0.129. (3) The peptide sequence is SVRDRLARL. The MHC is HLA-A02:01 with pseudo-sequence HLA-A02:01. The binding affinity (normalized) is 0.311. (4) The peptide sequence is RGGNYPVQQ. The MHC is Mamu-B3901 with pseudo-sequence Mamu-B3901. The binding affinity (normalized) is 0.0262. (5) The peptide sequence is MQFPGSVGF. The MHC is HLA-B40:13 with pseudo-sequence HLA-B40:13. The binding affinity (normalized) is 1.00.